Dataset: Catalyst prediction with 721,799 reactions and 888 catalyst types from USPTO. Task: Predict which catalyst facilitates the given reaction. (1) Reactant: [NH2:1][C:2]1[CH:3]=[CH:4][C:5]([C:13]2[CH2:22][CH2:21][C:16]3([O:20][CH2:19][CH2:18][O:17]3)[CH2:15][CH:14]=2)=[C:6]2[C:10]=1[C:9](=[O:11])[N:8]([CH3:12])[CH2:7]2. Product: [NH2:1][C:2]1[CH:3]=[CH:4][C:5]([CH:13]2[CH2:22][CH2:21][C:16]3([O:20][CH2:19][CH2:18][O:17]3)[CH2:15][CH2:14]2)=[C:6]2[C:10]=1[C:9](=[O:11])[N:8]([CH3:12])[CH2:7]2. The catalyst class is: 50. (2) Reactant: [NH2:1][C:2]1[N:10]=[CH:9][N:8]=[C:7]2[C:3]=1[NH:4][C:5](=[S:11])[NH:6]2.F[B-](F)(F)F.[I:17][C:18]1[CH:23]=[CH:22][C:21]([C:24]([F:27])([F:26])[F:25])=[CH:20][C:19]=1[N+]#N.C([O-])(O)=O.[Na+]. Product: [I:17][C:18]1[CH:19]=[CH:20][C:21]([C:24]([F:25])([F:26])[F:27])=[CH:22][C:23]=1[S:11][C:5]1[NH:6][C:7]2[C:3]([N:4]=1)=[C:2]([NH2:1])[N:10]=[CH:9][N:8]=2. The catalyst class is: 3. (3) Reactant: [NH:1]1[CH2:5][CH2:4][C@@H:3]([NH:6][C:7](=[O:13])[O:8][C:9]([CH3:12])([CH3:11])[CH3:10])[CH2:2]1.[Br:14][C:15]1[C:16](F)=[C:17]2[C:23]([NH:24][C:25](=[O:32])[C:26]3[CH:31]=[CH:30][CH:29]=[N:28][CH:27]=3)=[CH:22][NH:21][C:18]2=[N:19][CH:20]=1.CC#N.O. Product: [Br:14][C:15]1[C:16]([N:1]2[CH2:5][CH2:4][C@@H:3]([NH:6][C:7](=[O:13])[O:8][C:9]([CH3:10])([CH3:12])[CH3:11])[CH2:2]2)=[C:17]2[C:23]([NH:24][C:25](=[O:32])[C:26]3[CH:31]=[CH:30][CH:29]=[N:28][CH:27]=3)=[CH:22][NH:21][C:18]2=[N:19][CH:20]=1. The catalyst class is: 114. (4) Reactant: [NH2:1][C:2]1[C:7]([NH2:8])=[CH:6][C:5]([Br:9])=[CH:4][C:3]=1[OH:10].[CH:11]([CH:13]=O)=O. Product: [Br:9][C:5]1[CH:4]=[C:3]([OH:10])[C:2]2[N:1]=[CH:11][CH:13]=[N:8][C:7]=2[CH:6]=1. The catalyst class is: 5. (5) Reactant: C(OC(=O)[NH:10][C:11]([C:13]1[CH:18]=[CH:17][C:16]([CH2:19][NH:20][C:21](=[O:35])[CH:22]([C:26]2[C:31]([F:32])=[CH:30][C:29]([OH:33])=[CH:28][C:27]=2[F:34])[O:23][CH2:24][CH3:25])=[CH:15][CH:14]=1)=[NH:12])C1C=CC=CC=1.[ClH:37]. Product: [ClH:37].[C:11]([C:13]1[CH:14]=[CH:15][C:16]([CH2:19][NH:20][C:21](=[O:35])[CH:22]([C:26]2[C:31]([F:32])=[CH:30][C:29]([OH:33])=[CH:28][C:27]=2[F:34])[O:23][CH2:24][CH3:25])=[CH:17][CH:18]=1)(=[NH:10])[NH2:12]. The catalyst class is: 50. (6) The catalyst class is: 21. Reactant: Cl[C:2]1[C:7]([N+:8]([O-:10])=[O:9])=[CH:6][C:5]([C:11]([F:14])([F:13])[F:12])=[CH:4][C:3]=1[N+:15]([O-:17])=[O:16].[Br:18][C:19]([F:27])([F:26])[C:20]([F:25])([F:24])[C:21]([NH2:23])=[O:22].C(=O)([O-])[O-].[K+].[K+].O. Product: [Br:18][C:19]([F:27])([F:26])[C:20]([F:25])([F:24])[C:21]([NH:23][C:2]1[C:7]([N+:8]([O-:10])=[O:9])=[CH:6][C:5]([C:11]([F:14])([F:13])[F:12])=[CH:4][C:3]=1[N+:15]([O-:17])=[O:16])=[O:22]. (7) Reactant: [CH3:1][O:2][C:3](=[O:30])[CH2:4][CH2:5][CH2:6][CH2:7][CH2:8][CH2:9][C@@H:10]1[C:14](=[O:15])[CH2:13][CH2:12][C@H:11]1[CH:16]=[CH:17][C:18]([C:20]1[C:29]2[C:24](=[CH:25][CH:26]=[CH:27][CH:28]=2)[CH:23]=[CH:22][CH:21]=1)=[O:19]. Product: [CH3:1][O:2][C:3](=[O:30])[CH2:4][CH2:5][CH2:6][CH2:7][CH2:8][CH2:9][C@@H:10]1[C:14](=[O:15])[CH2:13][CH2:12][C@H:11]1[CH2:16][CH2:17][C:18]([C:20]1[C:29]2[C:24](=[CH:25][CH:26]=[CH:27][CH:28]=2)[CH:23]=[CH:22][CH:21]=1)=[O:19]. The catalyst class is: 153.